Dataset: hERG Central: cardiac toxicity at 1µM, 10µM, and general inhibition. Task: Predict hERG channel inhibition at various concentrations. (1) Results: hERG_inhib (hERG inhibition (general)): blocker. The molecule is O=S(=O)(c1ccccc1)N1CCC(Oc2ccc(-n3cnnn3)cc2)CC1. (2) The compound is C=CCc1c(C)nc(C)nc1N/N=C/c1ccc([N+](=O)[O-])cc1.Cl. Results: hERG_inhib (hERG inhibition (general)): blocker. (3) The molecule is COc1ccc(C(CCNCc2ccc(N(C)C)cc2)c2ccccc2OC)cc1. Results: hERG_inhib (hERG inhibition (general)): blocker. (4) The molecule is COc1ccc(CN2CCC(CO)(CCOc3ccccc3)CC2)cc1C. Results: hERG_inhib (hERG inhibition (general)): blocker. (5) The drug is COc1ccccc1N1CCN(C(=O)c2c(-c3ccccc3Cl)noc2C)CC1. Results: hERG_inhib (hERG inhibition (general)): blocker. (6) The compound is COc1ccc(F)c(CN(C)CC2CCCN(CCc3ccc(F)cc3)C2)c1. Results: hERG_inhib (hERG inhibition (general)): blocker. (7) The molecule is Cc1nonc1CC(=O)N1CCCC(C(=O)c2cccc(C(F)(F)F)c2)C1. Results: hERG_inhib (hERG inhibition (general)): blocker. (8) The drug is O=C1CCN(CCc2ccccc2)CCN1[C@H](CSc1ccccc1)c1ccccc1. Results: hERG_inhib (hERG inhibition (general)): blocker. (9) The molecule is c1ccc2c(Nc3ccc4c(c3)OCCO4)c3c(nc2c1)CCCC3. Results: hERG_inhib (hERG inhibition (general)): blocker.